This data is from Reaction yield outcomes from USPTO patents with 853,638 reactions. The task is: Predict the reaction yield, written as a fraction of the theoretical maximum amount of product (1.0 means a 100% yield; for example, 0.34 means a 34% yield). The reactants are [CH:1]1([CH2:4][NH:5][C:6]([C:8]2[N:9]([CH3:28])[CH:10]=[C:11]([C:13]([C:15]3[C:16](C4C=CC(F)=CC=4)=[N:17][O:18][C:19]=3[CH3:20])=[O:14])[CH:12]=2)=[O:7])C[CH2:2]1.C(NC(C1NC=C(C(C2C([C:48]3[CH:53]=[CH:52][CH:51]=[C:50]([F:54])[CH:49]=3)=NOC=2C)=O)C=1)=O)C#C. The yield is 0.430. The product is [CH2:4]([NH:5][C:6]([C:8]1[N:9]([CH3:28])[CH:10]=[C:11]([C:13]([C:15]2[C:16]([C:48]3[CH:53]=[CH:52][CH:51]=[C:50]([F:54])[CH:49]=3)=[N:17][O:18][C:19]=2[CH3:20])=[O:14])[CH:12]=1)=[O:7])[C:1]#[CH:2]. No catalyst specified.